Dataset: Forward reaction prediction with 1.9M reactions from USPTO patents (1976-2016). Task: Predict the product of the given reaction. (1) The product is: [F:17][C:2]([F:1])([F:16])[C:3]1[CH:4]=[C:5]([CH2:9][S:10]([CH:13]([CH2:24][CH2:23][S:22][C:19]([F:21])([F:20])[F:18])[C:14]#[N:15])(=[O:12])=[O:11])[CH:6]=[CH:7][CH:8]=1. Given the reactants [F:1][C:2]([F:17])([F:16])[C:3]1[CH:4]=[C:5]([CH2:9][S:10]([CH2:13][C:14]#[N:15])(=[O:12])=[O:11])[CH:6]=[CH:7][CH:8]=1.[F:18][C:19]([S:22][CH2:23][CH2:24]OS(C(F)(F)F)(=O)=O)([F:21])[F:20], predict the reaction product. (2) Given the reactants [NH:1]1[CH2:6][CH2:5][CH2:4][C@H:3]([NH:7]C(=O)OC(C)(C)C)[CH2:2]1.P([O-])([O-])([O-])=O.[K+].[K+].[K+].C(O)CO.[Br:27][C:28]1[CH:33]=[CH:32][C:31](I)=[CH:30][CH:29]=1, predict the reaction product. The product is: [Br:27][C:28]1[CH:33]=[CH:32][C:31]([N:1]2[CH2:6][CH2:5][CH2:4][C@H:3]([NH2:7])[CH2:2]2)=[CH:30][CH:29]=1. (3) Given the reactants [CH3:1][O:2][C:3]([CH:5]1[CH:9]([C:10]#[N:11])[CH2:8][O:7][CH2:6]1)=[O:4].O=S(Cl)Cl.O, predict the reaction product. The product is: [CH3:1][O:2][C:3]([C:5]1[CH2:6][O:7][CH2:8][C:9]=1[C:10]#[N:11])=[O:4]. (4) Given the reactants [NH:1]1[CH2:6][CH2:5][CH:4]([C:7]2[CH:16]=[N:15][C:14]3[C:9](=[CH:10][CH:11]=[CH:12][CH:13]=3)[N:8]=2)[CH2:3][CH2:2]1.[F:17][C:18]1[CH:23]=[CH:22][C:21]([C:24]2[C:25]([C:33]3[CH:40]=[CH:39][C:36]([CH:37]=O)=[CH:35][CH:34]=3)=[N:26][C:27]3[N:28]([CH:30]=[CH:31][N:32]=3)[CH:29]=2)=[CH:20][CH:19]=1, predict the reaction product. The product is: [F:17][C:18]1[CH:19]=[CH:20][C:21]([C:24]2[C:25]([C:33]3[CH:40]=[CH:39][C:36]([CH2:37][N:1]4[CH2:2][CH2:3][CH:4]([C:7]5[CH:16]=[N:15][C:14]6[C:9](=[CH:10][CH:11]=[CH:12][CH:13]=6)[N:8]=5)[CH2:5][CH2:6]4)=[CH:35][CH:34]=3)=[N:26][C:27]3[N:28]([CH:30]=[CH:31][N:32]=3)[CH:29]=2)=[CH:22][CH:23]=1.